Dataset: Forward reaction prediction with 1.9M reactions from USPTO patents (1976-2016). Task: Predict the product of the given reaction. (1) Given the reactants C(OC([N:8]1[CH2:13][CH2:12][CH2:11][CH2:10][CH:9]1[C:14]1[S:15][C:16]([C:20]([O:22][CH3:23])=[O:21])=[C:17]([CH3:19])[N:18]=1)=O)(C)(C)C.C(O)(C(F)(F)F)=O, predict the reaction product. The product is: [CH3:19][C:17]1[N:18]=[C:14]([CH:9]2[CH2:10][CH2:11][CH2:12][CH2:13][NH:8]2)[S:15][C:16]=1[C:20]([O:22][CH3:23])=[O:21]. (2) Given the reactants [CH3:1][C:2]1[CH:3]=[CH:4][N:5]2[C:10]=1[C:9](=[O:11])[N:8]([C:12]1[CH:17]=[CH:16][CH:15]=[CH:14][CH:13]=1)[C:7]([C@@H:18]([NH:20][C:21]1[C:22]3[C:29]([C:30]4[CH:35]=[CH:34][N:33]=[C:32]5[N:36]([S:39]([CH3:42])(=[O:41])=[O:40])[CH:37]=[CH:38][C:31]=45)=[CH:28][N:27](COCC[Si](C)(C)C)[C:23]=3[N:24]=[CH:25][N:26]=1)[CH3:19])=[N:6]2.FC(F)(F)C(O)=O.N, predict the reaction product. The product is: [CH3:1][C:2]1[CH:3]=[CH:4][N:5]2[C:10]=1[C:9](=[O:11])[N:8]([C:12]1[CH:17]=[CH:16][CH:15]=[CH:14][CH:13]=1)[C:7]([C@@H:18]([NH:20][C:21]1[C:22]3[C:29]([C:30]4[CH:35]=[CH:34][N:33]=[C:32]5[N:36]([S:39]([CH3:42])(=[O:41])=[O:40])[CH:37]=[CH:38][C:31]=45)=[CH:28][NH:27][C:23]=3[N:24]=[CH:25][N:26]=1)[CH3:19])=[N:6]2.